Dataset: NCI-60 drug combinations with 297,098 pairs across 59 cell lines. Task: Regression. Given two drug SMILES strings and cell line genomic features, predict the synergy score measuring deviation from expected non-interaction effect. (1) Drug 1: C1CCC(C(C1)N)N.C(=O)(C(=O)[O-])[O-].[Pt+4]. Drug 2: CCC1(C2=C(COC1=O)C(=O)N3CC4=CC5=C(C=CC(=C5CN(C)C)O)N=C4C3=C2)O.Cl. Cell line: COLO 205. Synergy scores: CSS=53.5, Synergy_ZIP=-2.72, Synergy_Bliss=-2.86, Synergy_Loewe=0.433, Synergy_HSA=3.64. (2) Cell line: PC-3. Drug 1: CCC1(CC2CC(C3=C(CCN(C2)C1)C4=CC=CC=C4N3)(C5=C(C=C6C(=C5)C78CCN9C7C(C=CC9)(C(C(C8N6C)(C(=O)OC)O)OC(=O)C)CC)OC)C(=O)OC)O.OS(=O)(=O)O. Synergy scores: CSS=2.34, Synergy_ZIP=-2.29, Synergy_Bliss=-2.40, Synergy_Loewe=-2.73, Synergy_HSA=-2.59. Drug 2: CS(=O)(=O)OCCCCOS(=O)(=O)C. (3) Drug 1: CN1CCC(CC1)COC2=C(C=C3C(=C2)N=CN=C3NC4=C(C=C(C=C4)Br)F)OC. Drug 2: CS(=O)(=O)C1=CC(=C(C=C1)C(=O)NC2=CC(=C(C=C2)Cl)C3=CC=CC=N3)Cl. Cell line: HOP-92. Synergy scores: CSS=12.7, Synergy_ZIP=-4.26, Synergy_Bliss=-2.95, Synergy_Loewe=-9.48, Synergy_HSA=-2.47. (4) Drug 1: CC(C1=C(C=CC(=C1Cl)F)Cl)OC2=C(N=CC(=C2)C3=CN(N=C3)C4CCNCC4)N. Drug 2: CC1=C(C(=O)C2=C(C1=O)N3CC4C(C3(C2COC(=O)N)OC)N4)N. Cell line: MCF7. Synergy scores: CSS=33.3, Synergy_ZIP=4.78, Synergy_Bliss=7.60, Synergy_Loewe=1.57, Synergy_HSA=9.58. (5) Drug 1: C1CCC(CC1)NC(=O)N(CCCl)N=O. Drug 2: CC1=C(N=C(N=C1N)C(CC(=O)N)NCC(C(=O)N)N)C(=O)NC(C(C2=CN=CN2)OC3C(C(C(C(O3)CO)O)O)OC4C(C(C(C(O4)CO)O)OC(=O)N)O)C(=O)NC(C)C(C(C)C(=O)NC(C(C)O)C(=O)NCCC5=NC(=CS5)C6=NC(=CS6)C(=O)NCCC[S+](C)C)O. Cell line: HOP-92. Synergy scores: CSS=27.6, Synergy_ZIP=-2.95, Synergy_Bliss=0.327, Synergy_Loewe=-4.13, Synergy_HSA=4.14. (6) Drug 1: C(=O)(N)NO. Drug 2: C1C(C(OC1N2C=NC3=C2NC=NCC3O)CO)O. Cell line: SF-295. Synergy scores: CSS=4.05, Synergy_ZIP=0.688, Synergy_Bliss=-6.58, Synergy_Loewe=-4.95, Synergy_HSA=-4.58.